Dataset: Forward reaction prediction with 1.9M reactions from USPTO patents (1976-2016). Task: Predict the product of the given reaction. (1) Given the reactants [CH3:1][CH:2]([O:4][C:5]1[CH:13]=[C:12]2[C:8]([CH:9]=[N:10][NH:11]2)=[CH:7][C:6]=1[NH:14][C:15]1[C:16]2[C:23]3[CH2:24][CH2:25][CH:26]([C:28](O)=[O:29])[CH2:27][C:22]=3[S:21][C:17]=2[N:18]=[CH:19][N:20]=1)[CH3:3].[CH3:31][NH:32][CH3:33], predict the reaction product. The product is: [CH3:31][N:32]([CH3:33])[C:28]([CH:26]1[CH2:25][CH2:24][C:23]2[C:16]3[C:15]([NH:14][C:6]4[CH:7]=[C:8]5[C:12](=[CH:13][C:5]=4[O:4][CH:2]([CH3:1])[CH3:3])[NH:11][N:10]=[CH:9]5)=[N:20][CH:19]=[N:18][C:17]=3[S:21][C:22]=2[CH2:27]1)=[O:29]. (2) Given the reactants [Cl:1][C:2]1[CH:3]=[C:4]([C@@:9]2([CH2:23][OH:24])[O:15][CH2:14][CH2:13][N:12]([C:16]([O:18][C:19]([CH3:22])([CH3:21])[CH3:20])=[O:17])[CH2:11][CH2:10]2)[CH:5]=[CH:6][C:7]=1[Cl:8].[H-].[Na+].[CH2:27](Br)[CH:28]=[CH2:29], predict the reaction product. The product is: [Cl:1][C:2]1[CH:3]=[C:4]([C@@:9]2([CH2:23][O:24][CH2:29][CH:28]=[CH2:27])[O:15][CH2:14][CH2:13][N:12]([C:16]([O:18][C:19]([CH3:20])([CH3:21])[CH3:22])=[O:17])[CH2:11][CH2:10]2)[CH:5]=[CH:6][C:7]=1[Cl:8].